Dataset: Full USPTO retrosynthesis dataset with 1.9M reactions from patents (1976-2016). Task: Predict the reactants needed to synthesize the given product. (1) Given the product [P:23]([OH:47])([O:25][C:26]1[CH:31]=[CH:30][CH:29]=[CH:28][CH:27]=1)([O:22][C:19]1[CH:18]=[CH:17][C:16]([C:8]2[C:9]3[C:14](=[C:13]([F:15])[CH:12]=[CH:11][CH:10]=3)[N:6]([CH:1]3[CH2:5][CH2:4][CH2:3][CH2:2]3)[N:7]=2)=[CH:21][CH:20]=1)=[O:24], predict the reactants needed to synthesize it. The reactants are: [CH:1]1([N:6]2[C:14]3[C:9](=[CH:10][CH:11]=[CH:12][C:13]=3[F:15])[C:8]([C:16]3[CH:21]=[CH:20][C:19]([OH:22])=[CH:18][CH:17]=3)=[N:7]2)[CH2:5][CH2:4][CH2:3][CH2:2]1.[P:23](Cl)(Cl)([O:25][C:26]1[CH:31]=[CH:30][CH:29]=[CH:28][CH:27]=1)=[O:24].C[Si](C)(C)[N-][Si](C)(C)C.[Li+].C1C[O:47]CC1. (2) Given the product [Br:41][C:39]1[S:40][C:32]2[C:31]([OH:42])=[C:30]([C:28](=[O:29])[CH2:27][CH2:26][C:21]([OH:22])=[O:20])[C:35](=[O:36])[N:34]([CH3:37])[C:33]=2[CH:38]=1, predict the reactants needed to synthesize it. The reactants are: BrC1SC2C(O)=C(C(=O)CCC=O)C(=O)N(C)C=2C=1.[O:20]1CCC[O:22][CH:21]1[CH2:26][CH2:27][C:28]([C:30]1[C:35](=[O:36])[N:34]([CH3:37])[C:33]2[CH:38]=[C:39]([Br:41])[S:40][C:32]=2[C:31]=1[OH:42])=[O:29]. (3) Given the product [CH2:1]([C:3]1[CH:4]=[C:5]([C:11]2[CH:16]=[CH:15][C:14]([C:17]3[O:21][N:20]=[CH:19][CH:18]=3)=[CH:13][CH:12]=2)[CH:6]=[CH:7][C:8]=1[OH:9])[CH3:2], predict the reactants needed to synthesize it. The reactants are: [CH2:1]([C:3]1[CH:4]=[C:5]([C:11]2[CH:16]=[CH:15][C:14]([C:17]3[O:21][N:20]=[CH:19][CH:18]=3)=[CH:13][CH:12]=2)[CH:6]=[CH:7][C:8]=1[O:9]C)[CH3:2].C(=O)=O.CC(C)=O.B(Br)(Br)Br. (4) Given the product [CH3:1][N:2]([CH3:26])[S:3]([NH:6][C:7]1[CH:8]=[CH:9][C:10]2[CH:23]=[CH:22][C:14]3=[N:15][CH:16]=[C:17]([C:19]([NH:27][C:28]4[S:29][CH:30]=[CH:31][N:32]=4)=[O:21])[CH:18]=[C:13]3[C:12](=[O:24])[C:11]=2[CH:25]=1)(=[O:4])=[O:5], predict the reactants needed to synthesize it. The reactants are: [CH3:1][N:2]([CH3:26])[S:3]([NH:6][C:7]1[CH:8]=[CH:9][C:10]2[CH:23]=[CH:22][C:14]3=[N:15][CH:16]=[C:17]([C:19]([OH:21])=O)[CH:18]=[C:13]3[C:12](=[O:24])[C:11]=2[CH:25]=1)(=[O:5])=[O:4].[NH2:27][C:28]1[S:29][CH:30]=[CH:31][N:32]=1.Cl.CN(C)CCCN=C=NCC.O.ON1C2C=CC=CC=2N=N1. (5) Given the product [C:1]([C:3]1[CH:8]=[CH:7][CH:6]=[CH:5][C:4]=1[C:9]1[CH:14]=[CH:13][C:12]([CH2:15][C:16]2[C:17](=[O:44])[N:18]([C@H:28]3[CH2:29][CH2:30][C@H:31]([C:34]4[O:38][CH:37]=[N:36][C:35]=4[C:39]([OH:41])=[O:40])[CH2:32][CH2:33]3)[C:19]3[N:20]([N:25]=[CH:26][N:27]=3)[C:21]=2[CH2:22][CH2:23][CH3:24])=[CH:11][CH:10]=1)#[N:2], predict the reactants needed to synthesize it. The reactants are: [C:1]([C:3]1[CH:8]=[CH:7][CH:6]=[CH:5][C:4]=1[C:9]1[CH:14]=[CH:13][C:12]([CH2:15][C:16]2[C:17](=[O:44])[N:18]([C@H:28]3[CH2:33][CH2:32][C@H:31]([C:34]4[O:38][CH:37]=[N:36][C:35]=4[C:39]([O:41]CC)=[O:40])[CH2:30][CH2:29]3)[C:19]3[N:20]([N:25]=[CH:26][N:27]=3)[C:21]=2[CH2:22][CH2:23][CH3:24])=[CH:11][CH:10]=1)#[N:2].[OH-].[Na+].O1CCCC1.Cl. (6) Given the product [CH3:1][C:2]1[CH:3]=[C:4]([OH:5])[CH:6]=[C:10]([CH3:12])[N:13]=1, predict the reactants needed to synthesize it. The reactants are: [CH3:1][C:2]1OC(=O)[CH:6]([C:10]([CH3:12])=O)[C:4](=[O:5])[CH:3]=1.[NH3:13].